Dataset: Peptide-MHC class II binding affinity with 134,281 pairs from IEDB. Task: Regression. Given a peptide amino acid sequence and an MHC pseudo amino acid sequence, predict their binding affinity value. This is MHC class II binding data. The peptide sequence is YLQALSVCNKVKGLK. The MHC is DRB1_0101 with pseudo-sequence DRB1_0101. The binding affinity (normalized) is 0.907.